From a dataset of Retrosynthesis with 50K atom-mapped reactions and 10 reaction types from USPTO. Predict the reactants needed to synthesize the given product. (1) The reactants are: CC1(C)OCc2ccc(O)cc21.CC[C@@]1(C)NC(=O)N(c2cnc(F)c(C)c2)C1=O. Given the product CC[C@@]1(C)NC(=O)N(c2cnc(Oc3ccc4c(c3)C(C)(C)OC4)c(C)c2)C1=O, predict the reactants needed to synthesize it. (2) Given the product Cc1cc(C=O)c(OCCCCCCCCc2ccccc2)c(C=O)c1, predict the reactants needed to synthesize it. The reactants are: BrCCCCCCCCc1ccccc1.Cc1cc(C=O)c(O)c(C=O)c1. (3) Given the product Brc1cccc(CN2CCCCC2)n1, predict the reactants needed to synthesize it. The reactants are: C1CCNCC1.O=Cc1cccc(Br)n1.